Dataset: Reaction yield outcomes from USPTO patents with 853,638 reactions. Task: Predict the reaction yield, written as a fraction of the theoretical maximum amount of product (1.0 means a 100% yield; for example, 0.34 means a 34% yield). (1) The reactants are C([N:8]1[CH2:13][CH2:12][CH:11]([NH:14][CH2:15][CH:16]([OH:32])[CH2:17][O:18][C:19]2[C:31]3[C:30]4[C:25](=[CH:26][CH:27]=[CH:28][CH:29]=4)[NH:24][C:23]=3[CH:22]=[CH:21][CH:20]=2)[CH2:10][CH2:9]1)C1C=CC=CC=1. The catalyst is CO.[Pd]. The product is [CH:22]1[C:23]2[NH:24][C:25]3[C:30](=[CH:29][CH:28]=[CH:27][CH:26]=3)[C:31]=2[C:19]([O:18][CH2:17][CH:16]([OH:32])[CH2:15][NH:14][CH:11]2[CH2:10][CH2:9][NH:8][CH2:13][CH2:12]2)=[CH:20][CH:21]=1. The yield is 0.870. (2) The reactants are [C:1]([C:4]1[CH:5]=[CH:6][C:7]2[N:8]([C:10]([C:13]([O:15]CC)=[O:14])=[CH:11][N:12]=2)[CH:9]=1)(=[S:3])[NH2:2].[Li+].[OH-]. The catalyst is C1COCC1.CO. The product is [C:1]([C:4]1[CH:5]=[CH:6][C:7]2[N:8]([C:10]([C:13]([OH:15])=[O:14])=[CH:11][N:12]=2)[CH:9]=1)(=[S:3])[NH2:2]. The yield is 0.560. (3) The reactants are CC1(C)[O:6][CH:5]([CH2:7][O:8][C:9]([N:11]2[CH2:16][CH2:15][C:14]3[C:17]([C:31]#[N:32])=[C:18]([NH:20][C:21](=[O:30])/[CH:22]=[CH:23]/[C:24]4[CH:29]=C[CH:27]=[CH:26][CH:25]=4)[S:19][C:13]=3[CH2:12]2)=[O:10])[CH2:4][O:3]1.CC1C=CC(S(O)(=O)=O)=CC=1.C([N:47](CC)CC)C. The catalyst is C(C#N)(C)=O.O. The product is [OH:6][CH:5]([CH2:4][OH:3])[CH2:7][O:8][C:9]([N:11]1[CH2:16][CH2:15][C:14]2[C:17]([C:31]#[N:32])=[C:18]([NH:20][C:21](=[O:30])/[CH:22]=[CH:23]/[C:24]3[CH:29]=[N:47][CH:27]=[CH:26][CH:25]=3)[S:19][C:13]=2[CH2:12]1)=[O:10]. The yield is 0.800. (4) The reactants are I[C:2]1[CH:27]=[CH:26][C:5]([C:6]([N:8]([CH3:25])[C@:9]([CH3:24])([C:14]([NH:16][O:17][CH:18]2[CH2:23][CH2:22][CH2:21][CH2:20][O:19]2)=[O:15])[C:10]([NH:12][CH3:13])=[O:11])=[O:7])=[CH:4][CH:3]=1.[C:28]([C:30]1[CH:37]=[CH:36][C:33]([CH:34]=[O:35])=[CH:32][CH:31]=1)#[CH:29].C1COCC1. The product is [CH:34]([C:33]1[CH:36]=[CH:37][C:30]([C:28]#[C:29][C:2]2[CH:27]=[CH:26][C:5]([C:6]([N:8]([CH3:25])[C@:9]([CH3:24])([C:14]([NH:16][O:17][CH:18]3[CH2:23][CH2:22][CH2:21][CH2:20][O:19]3)=[O:15])[C:10]([NH:12][CH3:13])=[O:11])=[O:7])=[CH:4][CH:3]=2)=[CH:31][CH:32]=1)=[O:35]. The yield is 0.760. The catalyst is Cl[Pd](Cl)([P](C1C=CC=CC=1)(C1C=CC=CC=1)C1C=CC=CC=1)[P](C1C=CC=CC=1)(C1C=CC=CC=1)C1C=CC=CC=1.[Cu]I.C(OCC)(=O)C.